Task: Predict which catalyst facilitates the given reaction.. Dataset: Catalyst prediction with 721,799 reactions and 888 catalyst types from USPTO (1) Reactant: [NH2:1][C:2]1C=[C:6](Cl)[CH:5]=[CH:4][N:3]=1.[NH2:9][C:10]1[CH:15]=[CH:14][C:13]([NH:16][C:17](=[O:26])[O:18][CH2:19][C:20]2[CH:25]=[CH:24][CH:23]=[CH:22][CH:21]=2)=[CH:12][CH:11]=1.Cl.[N:28]1C=CC=CC=1.C(OCC)(=O)C.CCCCCC. Product: [NH2:1][C:2]1[N:28]=[C:6]([NH:9][C:10]2[CH:15]=[CH:14][C:13]([NH:16][C:17](=[O:26])[O:18][CH2:19][C:20]3[CH:21]=[CH:22][CH:23]=[CH:24][CH:25]=3)=[CH:12][CH:11]=2)[CH:5]=[CH:4][N:3]=1. The catalyst class is: 486. (2) Reactant: C(OC(=O)[NH:7][CH2:8][C:9]1[CH:14]=[CH:13][C:12]([Cl:15])=[CH:11][C:10]=1[S:16]([CH3:19])(=[O:18])=[O:17])(C)(C)C.C1(C)C=CC(S(O)(=O)=O)=CC=1. Product: [Cl:15][C:12]1[CH:13]=[CH:14][C:9]([CH2:8][NH2:7])=[C:10]([S:16]([CH3:19])(=[O:18])=[O:17])[CH:11]=1. The catalyst class is: 281. (3) Reactant: [CH2:1]([O:8][C:9]1[CH:14]=[CH:13][N:12]([C:15]2[CH:23]=[C:22]3[C:18]([C:19]4[CH2:28][CH2:27][N:26]([C:29](=[O:32])[CH2:30][Cl:31])[CH2:25][C:20]=4[N:21]3[CH3:24])=[CH:17][CH:16]=2)[C:11](=[O:33])[CH:10]=1)[C:2]1[CH:7]=[CH:6][CH:5]=[CH:4][CH:3]=1.[NH:34]1[CH2:38][CH2:37][CH2:36][CH2:35]1.C([O-])([O-])=O.[K+].[K+]. Product: [ClH:31].[CH2:1]([O:8][C:9]1[CH:14]=[CH:13][N:12]([C:15]2[CH:23]=[C:22]3[C:18]([C:19]4[CH2:28][CH2:27][N:26]([C:29](=[O:32])[CH2:30][N:34]5[CH2:38][CH2:37][CH2:36][CH2:35]5)[CH2:25][C:20]=4[N:21]3[CH3:24])=[CH:17][CH:16]=2)[C:11](=[O:33])[CH:10]=1)[C:2]1[CH:7]=[CH:6][CH:5]=[CH:4][CH:3]=1. The catalyst class is: 85. (4) Reactant: [BH4-].[Na+].[OH-].[Na+].O.[CH2:6]([CH:13]([C:19](=[O:21])[CH3:20])[C:14]([O:16][CH2:17][CH3:18])=[O:15])[C:7]1[CH:12]=[CH:11][CH:10]=[CH:9][CH:8]=1. Product: [CH2:6]([CH:13]([CH:19]([OH:21])[CH3:20])[C:14]([O:16][CH2:17][CH3:18])=[O:15])[C:7]1[CH:12]=[CH:11][CH:10]=[CH:9][CH:8]=1. The catalyst class is: 5. (5) Reactant: Cl.[CH3:2][C:3]1([NH:7][C:8](=[O:14])[O:9][C:10]([CH3:13])([CH3:12])[CH3:11])[CH2:6][NH:5][CH2:4]1.Cl[C:16]([O:18][CH2:19][C:20]1[CH:25]=[CH:24][CH:23]=[CH:22][CH:21]=1)=[O:17]. Product: [C:10]([O:9][C:8]([NH:7][C:3]1([CH3:2])[CH2:4][N:5]([C:16]([O:18][CH2:19][C:20]2[CH:25]=[CH:24][CH:23]=[CH:22][CH:21]=2)=[O:17])[CH2:6]1)=[O:14])([CH3:13])([CH3:12])[CH3:11]. The catalyst class is: 2. (6) Reactant: C(OC(=O)[NH:7][CH:8]([C:10]1[C:15]([F:16])=[CH:14][C:13]([F:17])=[CH:12][N:11]=1)[CH3:9])CCC.Cl. Product: [F:16][C:15]1[C:10]([CH:8]([NH2:7])[CH3:9])=[N:11][CH:12]=[C:13]([F:17])[CH:14]=1. The catalyst class is: 135. (7) Reactant: [F:1][C:2]1[CH:7]=[CH:6][C:5]([C@H:8]([NH:10][C@H:11]2[CH2:15][CH2:14][C@@H:13]([C:16]3[CH:23]=[CH:22][C:19]([C:20]#[N:21])=[CH:18][CH:17]=3)[CH2:12]2)[CH3:9])=[CH:4][C:3]=1[O:24][CH3:25].C[Si]([N:30]=[N+:31]=[N-:32])(C)C. Product: [F:1][C:2]1[CH:7]=[CH:6][C:5]([C@H:8]([NH:10][C@H:11]2[CH2:15][CH2:14][C@@H:13]([C:16]3[CH:17]=[CH:18][C:19]([C:20]4[NH:32][N:31]=[N:30][N:21]=4)=[CH:22][CH:23]=3)[CH2:12]2)[CH3:9])=[CH:4][C:3]=1[O:24][CH3:25]. The catalyst class is: 11. (8) The catalyst class is: 12. Product: [CH:1]12[O:8][CH:5]([CH2:6][CH2:7]1)[CH2:4][N:3]([C:9]1[N:14]=[C:13]([C:15]3[CH:16]=[CH:17][C:18]([NH:21][C:22](=[O:24])[CH3:23])=[CH:19][CH:20]=3)[N:12]=[C:11]3[NH:25][N:26]=[CH:27][C:10]=13)[CH2:2]2. Reactant: [CH:1]12[O:8][CH:5]([CH2:6][CH2:7]1)[CH2:4][N:3]([C:9]1[N:14]=[C:13]([C:15]3[CH:20]=[CH:19][C:18]([NH:21][C:22](=[O:24])[CH3:23])=[CH:17][CH:16]=3)[N:12]=[C:11]3[N:25](C4CCCCO4)[N:26]=[CH:27][C:10]=13)[CH2:2]2.Cl.